From a dataset of Full USPTO retrosynthesis dataset with 1.9M reactions from patents (1976-2016). Predict the reactants needed to synthesize the given product. (1) Given the product [Br:11][C:12]1[CH:13]=[C:14]([C:18]2([C:19]([O:21][CH3:22])=[O:20])[CH2:25][CH2:24]2)[CH:15]=[CH:16][CH:17]=1, predict the reactants needed to synthesize it. The reactants are: C[Si](C)(C)[N-][Si](C)(C)C.[Li+].[Br:11][C:12]1[CH:13]=[C:14]([CH2:18][C:19]([O:21][CH3:22])=[O:20])[CH:15]=[CH:16][CH:17]=1.Br[CH2:24][CH2:25]Br.[Cl-].[NH4+]. (2) Given the product [NH:1]1[C:9]2[C:4](=[CH:5][CH:6]=[CH:7][CH:8]=2)[C:3]([CH2:10][C@H:11]([NH:13][CH2:52][C:42]([F:53])([CH3:43])[CH2:41][O:40][Si:23]([C:36]([CH3:39])([CH3:38])[CH3:37])([C:30]2[CH:31]=[CH:32][CH:33]=[CH:34][CH:35]=2)[C:24]2[CH:29]=[CH:28][CH:27]=[CH:26][CH:25]=2)[CH3:12])=[CH:2]1, predict the reactants needed to synthesize it. The reactants are: [NH:1]1[C:9]2[C:4](=[CH:5][CH:6]=[CH:7][CH:8]=2)[C:3]([CH2:10][C@H:11]([NH2:13])[CH3:12])=[CH:2]1.C(N(CC)C(C)C)(C)C.[Si:23]([O:40][CH2:41][C:42]([F:53])([CH3:52])[CH2:43]OS(C(F)(F)F)(=O)=O)([C:36]([CH3:39])([CH3:38])[CH3:37])([C:30]1[CH:35]=[CH:34][CH:33]=[CH:32][CH:31]=1)[C:24]1[CH:29]=[CH:28][CH:27]=[CH:26][CH:25]=1. (3) Given the product [N:1]1[CH:6]=[CH:5][CH:4]=[N:3][C:2]=1[C:7]1[CH:12]=[CH:11][C:10]([CH2:13][CH2:14][CH2:15][OH:16])=[CH:9][CH:8]=1, predict the reactants needed to synthesize it. The reactants are: [N:1]1[CH:6]=[CH:5][CH:4]=[N:3][C:2]=1[C:7]1[CH:12]=[CH:11][C:10](/[CH:13]=[CH:14]/[CH2:15][OH:16])=[CH:9][CH:8]=1.C([O-])=O.[NH4+].